This data is from Reaction yield outcomes from USPTO patents with 853,638 reactions. The task is: Predict the reaction yield, written as a fraction of the theoretical maximum amount of product (1.0 means a 100% yield; for example, 0.34 means a 34% yield). (1) No catalyst specified. The yield is 1.06. The product is [F:1][C:2]1[CH:3]=[C:4]([CH:9]2[C:17]3[NH:21][C:15](=[O:16])[NH:14][C:13](=[O:19])[C:12]=3[CH2:11][CH2:10]2)[CH:5]=[C:6]([F:8])[CH:7]=1. The reactants are [F:1][C:2]1[CH:3]=[C:4]([CH:9]2[C:17]3[O:16][C:15](=O)[NH:14][C:13](=[O:19])[C:12]=3[CH2:11][CH2:10]2)[CH:5]=[C:6]([F:8])[CH:7]=1.[OH-].[NH4+:21]. (2) The reactants are Cl[C:2]1[C:11]2[C:6](=[CH:7][C:8]([O:12][CH3:13])=[CH:9][CH:10]=2)[C:5]([O:14][CH3:15])=[CH:4][N:3]=1.[F-:16].[Cs+]. The catalyst is CS(C)=O.O. The product is [F:16][C:2]1[C:11]2[C:6](=[CH:7][C:8]([O:12][CH3:13])=[CH:9][CH:10]=2)[C:5]([O:14][CH3:15])=[CH:4][N:3]=1. The yield is 0.201.